Regression. Given two drug SMILES strings and cell line genomic features, predict the synergy score measuring deviation from expected non-interaction effect. From a dataset of NCI-60 drug combinations with 297,098 pairs across 59 cell lines. Drug 1: CC1CCC2CC(C(=CC=CC=CC(CC(C(=O)C(C(C(=CC(C(=O)CC(OC(=O)C3CCCCN3C(=O)C(=O)C1(O2)O)C(C)CC4CCC(C(C4)OC)O)C)C)O)OC)C)C)C)OC. Drug 2: CC1C(C(CC(O1)OC2CC(CC3=C2C(=C4C(=C3O)C(=O)C5=CC=CC=C5C4=O)O)(C(=O)C)O)N)O. Cell line: HT29. Synergy scores: CSS=41.5, Synergy_ZIP=10.2, Synergy_Bliss=9.35, Synergy_Loewe=9.00, Synergy_HSA=10.2.